From a dataset of Catalyst prediction with 721,799 reactions and 888 catalyst types from USPTO. Predict which catalyst facilitates the given reaction. (1) Reactant: CC1(C)[O:7][CH2:6][CH:5]([O:8][NH:9][C:10](=[O:29])[C:11]2[CH:16]=[CH:15][C:14]([F:17])=[C:13]([F:18])[C:12]=2[NH:19][C:20]2[CH:25]=[CH:24][C:23]([CH2:26][CH3:27])=[CH:22][C:21]=2[F:28])[CH2:4][O:3]1.Cl. Product: [CH2:26]([C:23]1[CH:24]=[CH:25][C:20]([NH:19][C:12]2[C:13]([F:18])=[C:14]([F:17])[CH:15]=[CH:16][C:11]=2[C:10]([NH:9][O:8][CH:5]([CH2:6][OH:7])[CH2:4][OH:3])=[O:29])=[C:21]([F:28])[CH:22]=1)[CH3:27]. The catalyst class is: 8. (2) Reactant: C([O:3][C:4]([C:6]1[C:7]([O:23][CH:24]2[CH2:28][CH2:27][CH2:26][CH2:25]2)=[N:8][C:9]2[C:14]([C:15]=1[C:16]1[CH:21]=[CH:20][CH:19]=[CH:18][CH:17]=1)=[CH:13][C:12]([Cl:22])=[CH:11][CH:10]=2)=[O:5])C.[OH-].[Na+]. Product: [Cl:22][C:12]1[CH:13]=[C:14]2[C:9](=[CH:10][CH:11]=1)[N:8]=[C:7]([O:23][CH:24]1[CH2:28][CH2:27][CH2:26][CH2:25]1)[C:6]([C:4]([OH:5])=[O:3])=[C:15]2[C:16]1[CH:17]=[CH:18][CH:19]=[CH:20][CH:21]=1. The catalyst class is: 8. (3) Reactant: Br[C:2]1[C:3]([F:17])=[C:4]2[O:8][C:7]([CH:9]3[CH2:11][CH2:10]3)=[N:6][C:5]2=[C:12]([C:15]#[N:16])[C:13]=1[CH3:14].C([Sn](CCCC)(CCCC)[C:23]([O:25][CH2:26][CH3:27])=[CH2:24])CCC. Product: [CH:9]1([C:7]2[O:8][C:4]3[C:5](=[C:12]([C:15]#[N:16])[C:13]([CH3:14])=[C:2]([C:23]([O:25][CH2:26][CH3:27])=[CH2:24])[C:3]=3[F:17])[N:6]=2)[CH2:11][CH2:10]1. The catalyst class is: 747. (4) Reactant: C([O:3][C:4](=[O:39])[CH:5]=[C:6]1[CH2:11][CH2:10][N:9]([C:12](=[O:38])[C:13]2[CH:18]=[CH:17][CH:16]=[C:15]([C@@H:19]([N:27]3[CH2:32][C@@H:31]([CH3:33])[N:30]([CH2:34][CH:35]=[CH2:36])[CH2:29][C@@H:28]3[CH3:37])[C:20]3[CH:25]=[CH:24][CH:23]=[C:22]([OH:26])[CH:21]=3)[CH:14]=2)[CH2:8][CH2:7]1)C.C(O)C.[OH-].[Na+].S(=O)(=O)(O)O. Product: [CH2:34]([N:30]1[C@H:31]([CH3:33])[CH2:32][N:27]([C@@H:19]([C:20]2[CH:25]=[CH:24][CH:23]=[C:22]([OH:26])[CH:21]=2)[C:15]2[CH:14]=[C:13]([CH:18]=[CH:17][CH:16]=2)[C:12]([N:9]2[CH2:8][CH2:7][C:6](=[CH:5][C:4]([OH:39])=[O:3])[CH2:11][CH2:10]2)=[O:38])[C@@H:28]([CH3:37])[CH2:29]1)[CH:35]=[CH2:36]. The catalyst class is: 6. (5) Reactant: [N+:1]([C:4]1[CH:11]=[C:10]([O:12][CH2:13][CH2:14][CH2:15][CH3:16])[C:9]([O:17][CH3:18])=[CH:8][C:5]=1[C:6]#[N:7])([O-])=O.C1CCCCC=1. Product: [C:6]([C:5]1[CH:8]=[C:9]([O:17][CH3:18])[C:10]([O:12][CH2:13][CH2:14][CH2:15][CH3:16])=[CH:11][C:4]=1[NH2:1])#[N:7]. The catalyst class is: 29. (6) Reactant: [CH3:1][C:2]1[CH:7]=[C:6]([CH3:8])[CH:5]=[C:4]([CH3:9])[C:3]=1[Mg]Br.[Sn:12](Cl)([CH2:21][CH2:22][CH2:23][CH3:24])([CH2:17][CH2:18][CH2:19][CH3:20])[CH2:13][CH2:14][CH2:15][CH3:16]. Product: [CH2:21]([Sn:12]([CH2:13][CH2:14][CH2:15][CH3:16])([CH2:17][CH2:18][CH2:19][CH3:20])[C:3]1[C:2]([CH3:1])=[CH:7][C:6]([CH3:8])=[CH:5][C:4]=1[CH3:9])[CH2:22][CH2:23][CH3:24]. The catalyst class is: 1.